Dataset: Full USPTO retrosynthesis dataset with 1.9M reactions from patents (1976-2016). Task: Predict the reactants needed to synthesize the given product. (1) Given the product [N:10]1([C:8]2[O:9][C:5]3[CH:4]=[C:3]([N:20]([CH3:25])[S:21]([CH3:24])(=[O:23])=[O:22])[C:2]([B:29]4[O:30][C:31]([CH3:33])([CH3:32])[C:27]([CH3:43])([CH3:26])[O:28]4)=[CH:19][C:6]=3[C:7]=2[C:15]([NH:17][CH3:18])=[O:16])[CH:14]=[CH:13][N:12]=[CH:11]1, predict the reactants needed to synthesize it. The reactants are: Br[C:2]1[C:3]([N:20]([CH3:25])[S:21]([CH3:24])(=[O:23])=[O:22])=[CH:4][C:5]2[O:9][C:8]([N:10]3[CH:14]=[CH:13][N:12]=[CH:11]3)=[C:7]([C:15]([NH:17][CH3:18])=[O:16])[C:6]=2[CH:19]=1.[CH3:26][C:27]1([CH3:43])[C:31]([CH3:33])([CH3:32])[O:30][B:29]([B:29]2[O:30][C:31]([CH3:33])([CH3:32])[C:27]([CH3:43])([CH3:26])[O:28]2)[O:28]1.CC([O-])=O.[K+]. (2) Given the product [Cl:13][C:14]1[CH:21]=[CH:20][CH:19]=[C:18]([Cl:22])[C:15]=1[CH2:16][N:9]1[C:8](=[O:10])[CH2:7][NH:6][C:5]2[N:11]=[CH:12][C:2]([I:1])=[CH:3][C:4]1=2, predict the reactants needed to synthesize it. The reactants are: [I:1][C:2]1[CH:12]=[N:11][C:5]2[NH:6][CH2:7][C:8](=[O:10])[NH:9][C:4]=2[CH:3]=1.[Cl:13][C:14]1[CH:21]=[CH:20][CH:19]=[C:18]([Cl:22])[C:15]=1[CH2:16]Br. (3) Given the product [ClH:1].[F:3][C:4]1[CH:9]=[C:8]([C:10]#[N:11])[CH:7]=[CH:6][C:5]=1[C:12]1[CH:17]=[CH:16][C:15]([O:18][C:19]([F:21])([F:22])[F:20])=[C:14]([CH2:23][NH:24][C@H:25]2[CH2:30][CH2:29][N:28]([C:47](=[O:48])[CH2:46][N:40]3[C:41](=[O:45])[C:42]([CH3:44])([CH3:43])[N:38]([CH3:37])[C:39]3=[O:50])[CH2:27][C@H:26]2[C:31]2[CH:32]=[CH:33][CH:34]=[CH:35][CH:36]=2)[CH:13]=1, predict the reactants needed to synthesize it. The reactants are: [ClH:1].Cl.[F:3][C:4]1[CH:9]=[C:8]([C:10]#[N:11])[CH:7]=[CH:6][C:5]=1[C:12]1[CH:17]=[CH:16][C:15]([O:18][C:19]([F:22])([F:21])[F:20])=[C:14]([CH2:23][NH:24][C@H:25]2[CH2:30][CH2:29][NH:28][CH2:27][C@H:26]2[C:31]2[CH:36]=[CH:35][CH:34]=[CH:33][CH:32]=2)[CH:13]=1.[CH3:37][N:38]1[C:42]([CH3:44])([CH3:43])[C:41](=[O:45])[N:40]([CH2:46][C:47](O)=[O:48])[C:39]1=[O:50].Cl.C(OCC)(=O)C. (4) Given the product [C:35]([O:34][C:8]1([C:5]2[CH:6]=[CH:7][C:2]([Cl:1])=[CH:3][CH:4]=2)[CH2:13][CH2:12][N:11]([CH2:14][CH2:15][CH:16]=[C:17]2[C:23]3[CH:24]=[CH:25][CH:26]=[CH:27][C:22]=3[CH2:21][O:20][C:19]3[CH:28]=[CH:29][CH:30]=[CH:31][C:18]2=3)[CH2:10][CH2:9]1)(=[O:37])[CH3:36], predict the reactants needed to synthesize it. The reactants are: [Cl:1][C:2]1[CH:7]=[CH:6][C:5]([C:8]2([OH:34])[CH2:13][CH2:12][N:11]([CH2:14][CH2:15][CH:16]=[C:17]3[C:23]4[CH:24]=[CH:25][CH:26]=[CH:27][C:22]=4[CH2:21][O:20][C:19]4[CH:28]=[CH:29][C:30](OC)=[CH:31][C:18]3=4)[CH2:10][CH2:9]2)=[CH:4][CH:3]=1.[C:35](Cl)(=[O:37])[CH3:36].C(N(CC)CC)C.C(=O)(O)[O-].[Na+]. (5) Given the product [C:1]([O:5][C:6]([N:8]1[CH2:13][CH2:12][N:11]2[C:14]([C:23]([F:25])([F:24])[F:26])=[N:15][C:16]([C:17]([CH:27]3[CH2:31][CH2:30][CH2:29][CH2:28]3)=[O:22])=[C:10]2[CH2:9]1)=[O:7])([CH3:2])([CH3:4])[CH3:3], predict the reactants needed to synthesize it. The reactants are: [C:1]([O:5][C:6]([N:8]1[CH2:13][CH2:12][N:11]2[C:14]([C:23]([F:26])([F:25])[F:24])=[N:15][C:16]([C:17](=[O:22])N(OC)C)=[C:10]2[CH2:9]1)=[O:7])([CH3:4])([CH3:3])[CH3:2].[CH:27]1([Mg]Br)[CH2:31][CH2:30][CH2:29][CH2:28]1.[Cl-].[NH4+]. (6) Given the product [Cl:1][C:2]1[CH:3]=[C:4]([C:8]2[O:12][N:11]=[C:10]([C@H:13]3[CH2:17][CH2:16][CH2:15][N:14]3[C:18]3[N:19]([CH3:33])[C:20]([C:23]4[CH:24]=[CH:25][C:26]([C:27]([OH:29])=[O:28])=[CH:31][CH:32]=4)=[N:21][N:22]=3)[CH:9]=2)[CH:5]=[CH:6][CH:7]=1, predict the reactants needed to synthesize it. The reactants are: [Cl:1][C:2]1[CH:3]=[C:4]([C:8]2[O:12][N:11]=[C:10]([C@H:13]3[CH2:17][CH2:16][CH2:15][N:14]3[C:18]3[N:19]([CH3:33])[C:20]([C:23]4[CH:32]=[CH:31][C:26]([C:27]([O:29]C)=[O:28])=[CH:25][CH:24]=4)=[N:21][N:22]=3)[CH:9]=2)[CH:5]=[CH:6][CH:7]=1.[OH-].[Na+].Cl. (7) Given the product [CH2:7]([C:9]([C:28]1[CH:33]=[CH:32][C:31]([O:34][S:38]([C:37]([F:50])([F:49])[F:36])(=[O:40])=[O:39])=[C:30]([CH3:35])[CH:29]=1)([C:12]1[CH:17]=[CH:16][C:15]([C:18]#[C:19][C:20]2([OH:26])[CH2:25][CH2:24][CH2:23][CH2:22][CH2:21]2)=[C:14]([CH3:27])[CH:13]=1)[CH2:10][CH3:11])[CH3:8], predict the reactants needed to synthesize it. The reactants are: N1C=CC=CC=1.[CH2:7]([C:9]([C:28]1[CH:33]=[CH:32][C:31]([OH:34])=[C:30]([CH3:35])[CH:29]=1)([C:12]1[CH:17]=[CH:16][C:15]([C:18]#[C:19][C:20]2([OH:26])[CH2:25][CH2:24][CH2:23][CH2:22][CH2:21]2)=[C:14]([CH3:27])[CH:13]=1)[CH2:10][CH3:11])[CH3:8].[F:36][C:37]([F:50])([F:49])[S:38](O[S:38]([C:37]([F:50])([F:49])[F:36])(=[O:40])=[O:39])(=[O:40])=[O:39].